From a dataset of Retrosynthesis with 50K atom-mapped reactions and 10 reaction types from USPTO. Predict the reactants needed to synthesize the given product. (1) Given the product CCOc1cc(OC)c(S(=O)(=O)N2CCCC2)cc1C1=N[C@@](C)(c2ccc(Cl)cc2)[C@@](C)(c2ccc(Cl)cc2)N1C(=O)N1CCN(CCCS(C)(=O)=O)CC1, predict the reactants needed to synthesize it. The reactants are: CCOc1cc(OC)c(S(=O)(=O)N2CCCC2)cc1C1=NC(C)(c2ccc(Cl)cc2)C(C)(c2ccc(Cl)cc2)N1C(=O)Cl.CS(=O)(=O)CCCN1CCNCC1. (2) Given the product CCC(Oc1ccc2ccc(OS(=O)(=O)C(F)(F)F)cc2c1)C(=O)OC, predict the reactants needed to synthesize it. The reactants are: CCC(Br)C(=O)OC.O=S(=O)(Oc1ccc2ccc(O)cc2c1)C(F)(F)F. (3) Given the product COc1ccnc(N2CC(C(=O)OC(C)(C)C)N(C)C2=O)n1, predict the reactants needed to synthesize it. The reactants are: CN1C(=O)NCC1C(=O)OC(C)(C)C.COc1ccnc(Cl)n1. (4) Given the product Brc1ccc2cc(-c3cccc(-c4ccccc4)c3)ccc2c1, predict the reactants needed to synthesize it. The reactants are: Brc1ccc2cc(Br)ccc2c1.OB(O)c1cccc(-c2ccccc2)c1. (5) Given the product CCCCCOc1c(OC)cc(C=O)cc1OC, predict the reactants needed to synthesize it. The reactants are: CCCCCBr.COc1cc(C=O)cc(OC)c1O. (6) Given the product CC(C)c1c(C(=O)O)nc(-c2ccc(F)cc2)n1CC[C@@H]1C[C@H](CC(=O)OC(C)(C)C)OC(C)(C)O1, predict the reactants needed to synthesize it. The reactants are: CC(C)c1c(C(=O)OCc2ccccc2)nc(-c2ccc(F)cc2)n1CC[C@@H]1C[C@H](CC(=O)OC(C)(C)C)OC(C)(C)O1.